This data is from TCR-epitope binding with 47,182 pairs between 192 epitopes and 23,139 TCRs. The task is: Binary Classification. Given a T-cell receptor sequence (or CDR3 region) and an epitope sequence, predict whether binding occurs between them. (1) The epitope is KLGGALQAK. The TCR CDR3 sequence is CASSQTSGYAYNEQFF. Result: 0 (the TCR does not bind to the epitope). (2) The epitope is GTSGSPIVNR. The TCR CDR3 sequence is CASSQGLSTDTQYF. Result: 0 (the TCR does not bind to the epitope).